Dataset: Forward reaction prediction with 1.9M reactions from USPTO patents (1976-2016). Task: Predict the product of the given reaction. Given the reactants [OH-].[Na+].[Cl:3][C:4]1[CH:24]=[C:23]([Cl:25])[CH:22]=[CH:21][C:5]=1[C:6]([C:8]1[N:12]([CH3:13])[C:11]([CH2:14][C:15]([O:17]CC)=[O:16])=[CH:10][C:9]=1[CH3:20])=[O:7], predict the reaction product. The product is: [Cl:3][C:4]1[CH:24]=[C:23]([Cl:25])[CH:22]=[CH:21][C:5]=1[C:6]([C:8]1[N:12]([CH3:13])[C:11]([CH2:14][C:15]([OH:17])=[O:16])=[CH:10][C:9]=1[CH3:20])=[O:7].